This data is from Catalyst prediction with 721,799 reactions and 888 catalyst types from USPTO. The task is: Predict which catalyst facilitates the given reaction. Reactant: C1(N=C=NC2CCCCC2)CCCCC1.[C:16]1([P:22]([CH2:29][SH:30])[C:23]2[CH:28]=[CH:27][CH:26]=[CH:25][CH:24]=2)[CH:21]=[CH:20][CH:19]=[CH:18][CH:17]=1.[C:31]([NH:34][C@H:35]([C:43](O)=[O:44])[CH2:36][C:37]1[CH:42]=[CH:41][CH:40]=[CH:39][CH:38]=1)(=[O:33])[CH3:32]. Product: [NH:34]([C:31]([CH3:32])=[O:33])[C@H:35]([C:43]([S:30][CH2:29][P:22]([C:23]1[CH:28]=[CH:27][CH:26]=[CH:25][CH:24]=1)[C:16]1[CH:17]=[CH:18][CH:19]=[CH:20][CH:21]=1)=[O:44])[CH2:36][C:37]1[CH:42]=[CH:41][CH:40]=[CH:39][CH:38]=1. The catalyst class is: 3.